Dataset: Full USPTO retrosynthesis dataset with 1.9M reactions from patents (1976-2016). Task: Predict the reactants needed to synthesize the given product. (1) Given the product [NH2:32][CH2:6][CH2:7][CH2:8][O:9][C:10]1[CH:15]=[CH:14][C:13]([C:16]2[N:21]=[C:20]([C:22]#[N:23])[C:19]3[N:24]=[CH:25][N:26]([CH3:27])[C:18]=3[CH:17]=2)=[CH:12][C:11]=1[C:28]([F:29])([F:30])[F:31].[CH3:1][S:2]([OH:5])(=[O:4])=[O:3], predict the reactants needed to synthesize it. The reactants are: [CH3:1][S:2]([O:5][CH2:6][CH2:7][CH2:8][O:9][C:10]1[CH:15]=[CH:14][C:13]([C:16]2[N:21]=[C:20]([C:22]#[N:23])[C:19]3[N:24]=[CH:25][N:26]([CH3:27])[C:18]=3[CH:17]=2)=[CH:12][C:11]=1[C:28]([F:31])([F:30])[F:29])(=[O:4])=[O:3].[NH3:32]. (2) Given the product [CH2:3]([O:7][C:8]1[CH:13]=[C:12]([CH2:14][CH2:15][C:16]([OH:18])=[O:17])[CH:11]=[CH:10][C:9]=1[C:20]1[CH:25]=[CH:24][CH:23]=[C:22]([CH2:26][N:27]([C:29](=[O:41])[C:30]2[CH:35]=[CH:34][C:33]([O:36][CH2:37][CH2:38][CH2:39][CH3:40])=[CH:32][CH:31]=2)[CH3:28])[CH:21]=1)[CH2:4][CH2:5][CH3:6], predict the reactants needed to synthesize it. The reactants are: [OH-].[Na+].[CH2:3]([O:7][C:8]1[CH:13]=[C:12]([CH2:14][CH2:15][C:16]([O:18]C)=[O:17])[CH:11]=[CH:10][C:9]=1[C:20]1[CH:25]=[CH:24][CH:23]=[C:22]([CH2:26][N:27]([C:29](=[O:41])[C:30]2[CH:35]=[CH:34][C:33]([O:36][CH2:37][CH2:38][CH2:39][CH3:40])=[CH:32][CH:31]=2)[CH3:28])[CH:21]=1)[CH2:4][CH2:5][CH3:6]. (3) Given the product [CH3:1][C:2]1[CH:3]=[C:4]([CH:18]=[CH:19][C:20]=1[CH3:21])[C:5]([C:7]1[C:16](=[O:17])[C:15]2[C:10](=[CH:11][CH:12]=[CH:13][CH:14]=2)[N:9]([CH2:25][C:26]2[CH:31]=[CH:30][CH:29]=[C:28]([O:32][CH3:33])[N:27]=2)[CH:8]=1)=[O:6], predict the reactants needed to synthesize it. The reactants are: [CH3:1][C:2]1[CH:3]=[C:4]([CH:18]=[CH:19][C:20]=1[CH3:21])[C:5]([C:7]1[C:16](=[O:17])[C:15]2[C:10](=[CH:11][CH:12]=[CH:13][CH:14]=2)[NH:9][CH:8]=1)=[O:6].[H-].[Na+].Br[CH2:25][C:26]1[CH:31]=[CH:30][CH:29]=[C:28]([O:32][CH3:33])[N:27]=1. (4) Given the product [CH3:11][C:12]1[CH:17]=[CH:16][CH:15]=[C:14]([CH3:18])[C:13]=1[C:2]1[CH:10]=[CH:9][CH:8]=[C:4]([C:5]([NH2:7])=[O:6])[CH:3]=1, predict the reactants needed to synthesize it. The reactants are: Cl[C:2]1[CH:3]=[C:4]([CH:8]=[CH:9][CH:10]=1)[C:5]([NH2:7])=[O:6].[CH3:11][C:12]1[CH:17]=[CH:16][CH:15]=[C:14]([CH3:18])[C:13]=1B(O)O.C([O-])([O-])=O.[K+].[K+]. (5) Given the product [NH:29]1[CH:28]=[C:27]([C:2]#[C:1][C:3]2[N:7]3[N:8]=[C:9]([C:12]4[CH:13]=[CH:14][C:15]([C:18]([N:20]5[CH2:21][CH2:22][O:23][CH2:24][CH2:25]5)=[O:19])=[CH:16][CH:17]=4)[CH:10]=[CH:11][C:6]3=[N:5][CH:4]=2)[CH:31]=[N:30]1, predict the reactants needed to synthesize it. The reactants are: [C:1]([C:3]1[N:7]2[N:8]=[C:9]([C:12]3[CH:17]=[CH:16][C:15]([C:18]([N:20]4[CH2:25][CH2:24][O:23][CH2:22][CH2:21]4)=[O:19])=[CH:14][CH:13]=3)[CH:10]=[CH:11][C:6]2=[N:5][CH:4]=1)#[CH:2].I[C:27]1[CH:28]=[N:29][NH:30][CH:31]=1. (6) Given the product [CH3:15][O:16][C:17]1[CH:18]=[C:19]([C:23]2[CH:31]=[C:30]3[C:26]([C:27](=[CH:12][C:9]4[NH:8][C:7]([CH3:14])=[C:6]([CH2:5][CH2:4][C:1]([OH:3])=[O:2])[C:10]=4[CH3:11])[C:28](=[O:32])[NH:29]3)=[CH:25][CH:24]=2)[CH:20]=[CH:21][CH:22]=1, predict the reactants needed to synthesize it. The reactants are: [C:1]([CH2:4][CH2:5][C:6]1[C:10]([CH3:11])=[C:9]([CH:12]=O)[NH:8][C:7]=1[CH3:14])([OH:3])=[O:2].[CH3:15][O:16][C:17]1[CH:18]=[C:19]([C:23]2[CH:31]=[C:30]3[C:26]([CH2:27][C:28](=[O:32])[NH:29]3)=[CH:25][CH:24]=2)[CH:20]=[CH:21][CH:22]=1.